The task is: Predict the product of the given reaction.. This data is from Forward reaction prediction with 1.9M reactions from USPTO patents (1976-2016). (1) Given the reactants [CH3:1][N:2]1[CH2:7][CH2:6][N:5]([C:8]2[N:13]=[C:12]([O:14][C:15]3[CH:24]=[CH:23][C:18]([C:19]([O:21][CH3:22])=[O:20])=[CH:17][CH:16]=3)[C:11]([N+:25]([O-])=O)=[CH:10][CH:9]=2)[CH2:4][CH2:3]1, predict the reaction product. The product is: [NH2:25][C:11]1[C:12]([O:14][C:15]2[CH:24]=[CH:23][C:18]([C:19]([O:21][CH3:22])=[O:20])=[CH:17][CH:16]=2)=[N:13][C:8]([N:5]2[CH2:4][CH2:3][N:2]([CH3:1])[CH2:7][CH2:6]2)=[CH:9][CH:10]=1. (2) The product is: [C:42]1([S:48]([N:51]2[C:59]3[CH:58]=[CH:57][N:56]=[C:55]([C:11]4[N:12]=[C:7]([N:1]5[CH2:6][CH2:5][O:4][CH2:3][CH2:2]5)[C:8]5[N:28]=[C:27]([CH2:29][N:30]6[CH2:35][CH2:34][N:33]([C:36]([CH3:40])([CH3:41])[C:37]([NH2:39])=[O:38])[CH2:32][CH2:31]6)[S:26][C:9]=5[N:10]=4)[C:54]=3[CH:53]=[CH:52]2)(=[O:50])=[O:49])[CH:43]=[CH:44][CH:45]=[CH:46][CH:47]=1. Given the reactants [N:1]1([C:7]2[C:8]3[N:28]=[C:27]([CH2:29][N:30]4[CH2:35][CH2:34][N:33]([C:36]([CH3:41])([CH3:40])[C:37]([NH2:39])=[O:38])[CH2:32][CH2:31]4)[S:26][C:9]=3[N:10]=[C:11]([Sn](CCCC)(CCCC)CCCC)[N:12]=2)[CH2:6][CH2:5][O:4][CH2:3][CH2:2]1.[C:42]1([S:48]([N:51]2[C:59]3[CH:58]=[CH:57][N:56]=[C:55](Br)[C:54]=3[CH:53]=[CH:52]2)(=[O:50])=[O:49])[CH:47]=[CH:46][CH:45]=[CH:44][CH:43]=1, predict the reaction product. (3) Given the reactants [O:1]1[C:10]2[CH:9]=[C:8]([CH2:11][N:12]([CH:20]3[CH2:25][CH2:24][N:23]([CH2:26][CH:27]4[N:37]5[C:38]6[N:29]([C:30](=[O:40])[CH:31]=[CH:32][C:33]=6[CH2:34][CH2:35][C:36]5=[O:39])[CH2:28]4)[CH2:22][CH2:21]3)[C:13](=[O:19])[O:14][C:15]([CH3:18])([CH3:17])[CH3:16])[N:7]=[CH:6][C:5]=2[O:4][CH2:3][CH2:2]1.C(C1C(=O)C(Cl)=C(Cl)C(=O)C=1C#N)#N.C([O-])(O)=O.[Na+], predict the reaction product. The product is: [O:1]1[C:10]2[CH:9]=[C:8]([CH2:11][N:12]([CH:20]3[CH2:25][CH2:24][N:23]([CH2:26][CH:27]4[N:37]5[C:38]6[N:29]([C:30](=[O:40])[CH:31]=[CH:32][C:33]=6[CH:34]=[CH:35][C:36]5=[O:39])[CH2:28]4)[CH2:22][CH2:21]3)[C:13](=[O:19])[O:14][C:15]([CH3:17])([CH3:16])[CH3:18])[N:7]=[CH:6][C:5]=2[O:4][CH2:3][CH2:2]1. (4) Given the reactants [NH2:1][C:2]1[CH:3]=[C:4]2[C:9](=[CH:10][CH:11]=1)[O:8][CH2:7][CH2:6][CH:5]2[OH:12].[F:13][C:14]([F:25])([F:24])[C:15]1[N:20]=[CH:19][C:18]([CH2:21][C:22]#N)=[CH:17][CH:16]=1.C([O:29][C:30](=O)[C@H:31]([C:33]1[CH:38]=[CH:37][CH:36]=[CH:35][CH:34]=1)[OH:32])(=O)C, predict the reaction product. The product is: [OH:32][C@@H:31]([C:33]1[CH:38]=[CH:37][CH:36]=[CH:35][CH:34]=1)[C:30]([N:1]([C:2]1[CH:3]=[C:4]2[C:9](=[CH:10][CH:11]=1)[O:8][CH2:7][CH2:6][C@H:5]2[OH:12])[CH2:22][CH2:21][C:18]1[CH:19]=[N:20][C:15]([C:14]([F:25])([F:24])[F:13])=[CH:16][CH:17]=1)=[O:29]. (5) Given the reactants [Li].[O:2]1[CH2:7][CH2:6][CH2:5][CH2:4][CH:3]1[O:8][C:9]1[CH:16]=[CH:15][C:12]([CH:13]=O)=[CH:11][CH:10]=1.[Br-].[OH:18][CH2:19][CH2:20][CH2:21][CH2:22][CH2:23][CH2:24][O:25][C:26]1[CH:31]=[CH:30][C:29]([CH2:32][P+](C2C=CC=CC=2)(C2C=CC=CC=2)C2C=CC=CC=2)=[CH:28][CH:27]=1, predict the reaction product. The product is: [OH:18][CH2:19][CH2:20][CH2:21][CH2:22][CH2:23][CH2:24][O:25][C:26]1[CH:31]=[CH:30][C:29](/[CH:32]=[CH:13]/[C:12]2[CH:15]=[CH:16][C:9]([O:8][CH:3]3[CH2:4][CH2:5][CH2:6][CH2:7][O:2]3)=[CH:10][CH:11]=2)=[CH:28][CH:27]=1.